This data is from NCI-60 drug combinations with 297,098 pairs across 59 cell lines. The task is: Regression. Given two drug SMILES strings and cell line genomic features, predict the synergy score measuring deviation from expected non-interaction effect. (1) Drug 1: CN(C)C1=NC(=NC(=N1)N(C)C)N(C)C. Drug 2: N.N.Cl[Pt+2]Cl. Cell line: MALME-3M. Synergy scores: CSS=-7.06, Synergy_ZIP=3.56, Synergy_Bliss=2.05, Synergy_Loewe=-4.94, Synergy_HSA=-4.12. (2) Drug 1: CC=C1C(=O)NC(C(=O)OC2CC(=O)NC(C(=O)NC(CSSCCC=C2)C(=O)N1)C(C)C)C(C)C. Drug 2: CC1C(C(CC(O1)OC2CC(CC3=C2C(=C4C(=C3O)C(=O)C5=C(C4=O)C(=CC=C5)OC)O)(C(=O)CO)O)N)O.Cl. Cell line: MALME-3M. Synergy scores: CSS=57.6, Synergy_ZIP=-4.12, Synergy_Bliss=-2.85, Synergy_Loewe=-2.36, Synergy_HSA=0.423. (3) Drug 1: CS(=O)(=O)C1=CC(=C(C=C1)C(=O)NC2=CC(=C(C=C2)Cl)C3=CC=CC=N3)Cl. Drug 2: C1CCC(C(C1)N)N.C(=O)(C(=O)[O-])[O-].[Pt+4]. Cell line: SNB-19. Synergy scores: CSS=21.6, Synergy_ZIP=-2.88, Synergy_Bliss=2.68, Synergy_Loewe=-10.6, Synergy_HSA=2.66. (4) Drug 1: CC1=C2C(C(=O)C3(C(CC4C(C3C(C(C2(C)C)(CC1OC(=O)C(C(C5=CC=CC=C5)NC(=O)OC(C)(C)C)O)O)OC(=O)C6=CC=CC=C6)(CO4)OC(=O)C)OC)C)OC. Drug 2: CC1C(C(CC(O1)OC2CC(CC3=C2C(=C4C(=C3O)C(=O)C5=CC=CC=C5C4=O)O)(C(=O)C)O)N)O. Cell line: K-562. Synergy scores: CSS=38.1, Synergy_ZIP=-10.2, Synergy_Bliss=-13.7, Synergy_Loewe=-5.66, Synergy_HSA=-4.77. (5) Drug 1: CC1OCC2C(O1)C(C(C(O2)OC3C4COC(=O)C4C(C5=CC6=C(C=C35)OCO6)C7=CC(=C(C(=C7)OC)O)OC)O)O. Drug 2: C1CCC(CC1)NC(=O)N(CCCl)N=O. Cell line: LOX IMVI. Synergy scores: CSS=53.6, Synergy_ZIP=4.89, Synergy_Bliss=3.63, Synergy_Loewe=9.66, Synergy_HSA=11.4. (6) Drug 1: CC1=C2C(C(=O)C3(C(CC4C(C3C(C(C2(C)C)(CC1OC(=O)C(C(C5=CC=CC=C5)NC(=O)OC(C)(C)C)O)O)OC(=O)C6=CC=CC=C6)(CO4)OC(=O)C)OC)C)OC. Drug 2: C1CN1P(=S)(N2CC2)N3CC3. Cell line: HCT-15. Synergy scores: CSS=56.0, Synergy_ZIP=-7.69, Synergy_Bliss=-11.6, Synergy_Loewe=-23.2, Synergy_HSA=-8.86. (7) Drug 1: CN(CCCl)CCCl.Cl. Drug 2: C1=NNC2=C1C(=O)NC=N2. Cell line: SF-539. Synergy scores: CSS=49.5, Synergy_ZIP=-2.01, Synergy_Bliss=-1.83, Synergy_Loewe=-30.4, Synergy_HSA=-1.52.